This data is from Forward reaction prediction with 1.9M reactions from USPTO patents (1976-2016). The task is: Predict the product of the given reaction. (1) Given the reactants [Cl:1][C:2]1[C:3]2[N:4]([CH:21]=[N:22][CH:23]=2)[C:5]([C:14]2[CH:19]=[CH:18][CH:17]=[C:16]([F:20])[CH:15]=2)=[C:6]([C:8](N(OC)C)=[O:9])[CH:7]=1.[CH3:24][Mg]Br.Cl.C(=O)(O)[O-].[Na+], predict the reaction product. The product is: [Cl:1][C:2]1[C:3]2[N:4]([CH:21]=[N:22][CH:23]=2)[C:5]([C:14]2[CH:19]=[CH:18][CH:17]=[C:16]([F:20])[CH:15]=2)=[C:6]([C:8](=[O:9])[CH3:24])[CH:7]=1. (2) Given the reactants [OH:1][B:2]1[C:6]2[C:7]([CH2:11][CH2:12][C:13]([OH:15])=O)=[CH:8][CH:9]=[CH:10][C:5]=2[CH2:4][O:3]1.C1N=CN(C(N2C=NC=C2)=O)C=1.[CH:28]1([S:31]([NH2:34])(=[O:33])=[O:32])[CH2:30][CH2:29]1.C1CCN2C(=NCCC2)CC1, predict the reaction product. The product is: [CH:28]1([S:31]([NH:34][C:13](=[O:15])[CH2:12][CH2:11][C:7]2[C:6]3[B:2]([OH:1])[O:3][CH2:4][C:5]=3[CH:10]=[CH:9][CH:8]=2)(=[O:33])=[O:32])[CH2:30][CH2:29]1. (3) Given the reactants [NH2:1][C@H:2]([C:5]1[N:6]([CH:17]2[CH2:19][CH2:18]2)[C:7](=[O:16])[C:8]2[C:13]([CH:14]=1)=[CH:12][CH:11]=[CH:10][C:9]=2[Cl:15])[CH2:3][CH3:4].Cl[C:21]1[N:26]=[CH:25][N:24]=[C:23]([NH2:27])[C:22]=1[C:28]1[O:29][C:30]([CH3:33])=[N:31][N:32]=1.CCN(C(C)C)C(C)C.CCOC(C)=O, predict the reaction product. The product is: [NH2:27][C:23]1[N:24]=[CH:25][N:26]=[C:21]([NH:1][C@H:2]([C:5]2[N:6]([CH:17]3[CH2:19][CH2:18]3)[C:7](=[O:16])[C:8]3[C:13]([CH:14]=2)=[CH:12][CH:11]=[CH:10][C:9]=3[Cl:15])[CH2:3][CH3:4])[C:22]=1[C:28]1[O:29][C:30]([CH3:33])=[N:31][N:32]=1. (4) Given the reactants Cl[C:2]1[CH:7]=[C:6]([N:8]2[CH2:13][CH2:12][O:11][CH:10]([C:14]3[NH:18][C:17]4[CH:19]=[CH:20][C:21]([Cl:23])=[CH:22][C:16]=4[N:15]=3)[CH2:9]2)[N:5]=[C:4]([NH2:24])[N:3]=1.[F:25][C:26]1[CH:33]=[C:32](B2OC(C)(C)C(C)(C)O2)[CH:31]=[CH:30][C:27]=1[C:28]#[N:29].C([O-])([O-])=O.[Na+].[Na+], predict the reaction product. The product is: [NH2:24][C:4]1[N:3]=[C:2]([C:32]2[CH:31]=[CH:30][C:27]([C:28]#[N:29])=[C:26]([F:25])[CH:33]=2)[CH:7]=[C:6]([N:8]2[CH2:13][CH2:12][O:11][CH:10]([C:14]3[NH:18][C:17]4[CH:19]=[CH:20][C:21]([Cl:23])=[CH:22][C:16]=4[N:15]=3)[CH2:9]2)[N:5]=1.